This data is from Forward reaction prediction with 1.9M reactions from USPTO patents (1976-2016). The task is: Predict the product of the given reaction. (1) Given the reactants [CH:1]([C:3]1[CH:8]=[CH:7][CH:6]=[CH:5][C:4]=1[NH:9][C:10](=[O:13])[O:11][CH3:12])=O.S([O-])([O-])(=O)=O.[Mg+2].[CH2:20]([NH2:23])[CH:21]=[CH2:22], predict the reaction product. The product is: [CH2:20]([N:23]=[CH:1][C:3]1[CH:8]=[CH:7][CH:6]=[CH:5][C:4]=1[NH:9][C:10](=[O:13])[O:11][CH3:12])[CH:21]=[CH2:22]. (2) Given the reactants C([O:3][C:4]([C:6]1[N:7]=[C:8]([NH:12][C:13]2[CH:18]=[CH:17][C:16]([O:19][CH3:20])=[C:15]([O:21][CH3:22])[CH:14]=2)[S:9][C:10]=1[CH3:11])=[O:5])C.[OH-].[K+], predict the reaction product. The product is: [CH3:22][O:21][C:15]1[CH:14]=[C:13]([NH:12][C:8]2[S:9][C:10]([CH3:11])=[C:6]([C:4]([OH:5])=[O:3])[N:7]=2)[CH:18]=[CH:17][C:16]=1[O:19][CH3:20]. (3) Given the reactants [F:1][C:2]1[CH:7]=[CH:6][C:5]([C@H:8]([NH:10][C@H:11]2[CH2:15][CH2:14][C@@H:13]([C:16]3[CH:21]=[CH:20][C:19]([CH2:22][C:23](O)=[O:24])=[CH:18][CH:17]=3)[CH2:12]2)[CH3:9])=[CH:4][C:3]=1[O:26][CH3:27].C(OC([NH:35][CH:36]1[CH2:41][CH2:40][NH:39][CH2:38][CH2:37]1)=O)(C)(C)C, predict the reaction product. The product is: [NH2:35][CH:36]1[CH2:41][CH2:40][N:39]([C:23](=[O:24])[CH2:22][C:19]2[CH:20]=[CH:21][C:16]([C@@H:13]3[CH2:14][CH2:15][C@H:11]([NH:10][C@@H:8]([C:5]4[CH:6]=[CH:7][C:2]([F:1])=[C:3]([O:26][CH3:27])[CH:4]=4)[CH3:9])[CH2:12]3)=[CH:17][CH:18]=2)[CH2:38][CH2:37]1. (4) The product is: [NH2:2][CH2:3][CH2:4][O:5][C:6]1[CH:7]=[CH:8][C:9]([OH:20])=[CH:10][CH:11]=1. Given the reactants Cl.[NH2:2][CH2:3][CH2:4][O:5][C:6]1[CH:7]=[C:8](O)[CH:9]=[CH:10][CH:11]=1.C([O:20]C1C=C(O)C=CC=1)C1C=CC=CC=1, predict the reaction product. (5) Given the reactants [C:1]([O:9][CH2:10][CH3:11])(=[O:8])[CH2:2][C:3]([O:5][CH2:6][CH3:7])=[O:4].[CH3:12][O:13][C:14]1[C:15]([N+:22]([O-:24])=[O:23])=[C:16]([CH:19]=[CH:20][CH:21]=1)[CH:17]=O.N1CCCCC1, predict the reaction product. The product is: [CH3:12][O:13][C:14]1[C:15]([N+:22]([O-:24])=[O:23])=[C:16]([CH:19]=[CH:20][CH:21]=1)[CH:17]=[C:2]([C:3]([O:5][CH2:6][CH3:7])=[O:4])[C:1]([O:9][CH2:10][CH3:11])=[O:8]. (6) The product is: [CH2:1]([O:3][C:4]([C:6]1[S:7][C:8]([CH2:12][OH:13])=[C:9]([CH3:11])[N:10]=1)=[O:5])[CH3:2]. Given the reactants [CH2:1]([O:3][C:4]([C:6]1[S:7][C:8]([C:12](O)=[O:13])=[C:9]([CH3:11])[N:10]=1)=[O:5])[CH3:2].O, predict the reaction product. (7) Given the reactants [OH:1][C:2]1[CH:7]=[CH:6][C:5]([CH2:8][C:9]#[N:10])=[CH:4][CH:3]=1.[CH2:11]=[O:12], predict the reaction product. The product is: [CH:11]([C:3]1[CH:4]=[C:5]([CH2:8][C:9]#[N:10])[CH:6]=[CH:7][C:2]=1[OH:1])=[O:12].